From a dataset of Peptide-MHC class I binding affinity with 185,985 pairs from IEDB/IMGT. Regression. Given a peptide amino acid sequence and an MHC pseudo amino acid sequence, predict their binding affinity value. This is MHC class I binding data. (1) The peptide sequence is GLGQYIYET. The MHC is HLA-A02:01 with pseudo-sequence HLA-A02:01. The binding affinity (normalized) is 0.543. (2) The peptide sequence is KIAPGIADI. The MHC is HLA-A02:02 with pseudo-sequence HLA-A02:02. The binding affinity (normalized) is 0.424.